Dataset: Catalyst prediction with 721,799 reactions and 888 catalyst types from USPTO. Task: Predict which catalyst facilitates the given reaction. (1) Reactant: [S:1]1[C:5]2[CH:6]=[CH:7][CH:8]=[CH:9][C:4]=2[N:3]=[C:2]1[NH:10][C:11]1[CH:16]=[CH:15][C:14]([OH:17])=[CH:13][CH:12]=1.Cl[C:19]1[C:20]([C:25]2([C:31]#[N:32])[CH2:30][CH2:29][O:28][CH2:27][CH2:26]2)=[N:21][CH:22]=[CH:23][N:24]=1.C(=O)([O-])[O-].[Cs+].[Cs+]. Product: [S:1]1[C:5]2[CH:6]=[CH:7][CH:8]=[CH:9][C:4]=2[N:3]=[C:2]1[NH:10][C:11]1[CH:16]=[CH:15][C:14]([O:17][C:19]2[C:20]([C:25]3([C:31]#[N:32])[CH2:26][CH2:27][O:28][CH2:29][CH2:30]3)=[N:21][CH:22]=[CH:23][N:24]=2)=[CH:13][CH:12]=1. The catalyst class is: 16. (2) Reactant: [OH:1][C@H:2]1[CH2:6][CH2:5][N:4]([C:7]2[N:8]([CH3:41])[C:9](=[O:40])[C:10]3[C:15]([C:16]4[CH:21]=[CH:20][CH:19]=[CH:18][CH:17]=4)=[C:14]([C:22]4[CH:27]=[CH:26][C:25]([C:28]5([NH:32]C(=O)OC(C)(C)C)[CH2:31][CH2:30][CH2:29]5)=[CH:24][CH:23]=4)[O:13][C:11]=3[N:12]=2)[CH2:3]1.C(O)(C(F)(F)F)=O. Product: [NH2:32][C:28]1([C:25]2[CH:26]=[CH:27][C:22]([C:14]3[O:13][C:11]4[N:12]=[C:7]([N:4]5[CH2:5][CH2:6][C@H:2]([OH:1])[CH2:3]5)[N:8]([CH3:41])[C:9](=[O:40])[C:10]=4[C:15]=3[C:16]3[CH:17]=[CH:18][CH:19]=[CH:20][CH:21]=3)=[CH:23][CH:24]=2)[CH2:31][CH2:30][CH2:29]1. The catalyst class is: 2. (3) Reactant: [CH:1]1[C:6]([OH:7])=[CH:5][CH:4]=[C:3]([CH3:8])[CH:2]=1.ClCCCl.[N+:13]([O-])([OH:15])=[O:14]. Product: [N+:13]([C:5]1[C:6]([OH:7])=[CH:1][CH:2]=[C:3]([CH3:8])[CH:4]=1)([O-:15])=[O:14]. The catalyst class is: 6. (4) The catalyst class is: 96. Reactant: Cl.CN(C)CCCN=C=NCC.Cl.[CH3:14][O:15][C:16]([CH:18]1[CH2:21][N:20]([C:22](=[O:32])[C@@H:23]([NH2:31])[CH2:24][C:25]2[CH:30]=[CH:29][CH:28]=[CH:27][CH:26]=2)[CH2:19]1)=[O:17].C(N(CC)CC)C.[Cl:40][C:41]1[CH:42]=[C:43]2[C:47](=[CH:48][CH:49]=1)[NH:46][C:45]([C:50](O)=[O:51])=[CH:44]2.O.ON1C2C=CC=CC=2N=N1. Product: [CH3:14][O:15][C:16]([CH:18]1[CH2:21][N:20]([C:22](=[O:32])[C@@H:23]([NH:31][C:50]([C:45]2[NH:46][C:47]3[C:43]([CH:44]=2)=[CH:42][C:41]([Cl:40])=[CH:49][CH:48]=3)=[O:51])[CH2:24][C:25]2[CH:30]=[CH:29][CH:28]=[CH:27][CH:26]=2)[CH2:19]1)=[O:17]. (5) Product: [Cl:1][C:2]1[CH:3]=[C:4]([NH:5][C:10](=[O:13])[CH2:11][CH3:12])[CH:6]=[CH:7][C:8]=1[F:9]. The catalyst class is: 2. Reactant: [Cl:1][C:2]1[CH:3]=[C:4]([CH:6]=[CH:7][C:8]=1[F:9])[NH2:5].[C:10](Cl)(=[O:13])[CH2:11][CH3:12].C(N(CC)CC)C.